This data is from Full USPTO retrosynthesis dataset with 1.9M reactions from patents (1976-2016). The task is: Predict the reactants needed to synthesize the given product. (1) Given the product [CH3:1][CH2:2][CH2:3]/[CH:4]=[CH:5]/[CH2:6]/[CH:7]=[CH:8]\[CH2:9][CH2:10][CH2:11][CH2:12][CH2:13][CH2:14][CH2:15][CH2:16][CH2:17][C:18]1[CH:19]=[C:20]([OH:25])[CH:21]=[CH:22][C:23]=1[OH:24], predict the reactants needed to synthesize it. The reactants are: [CH3:1]/[CH:2]=[CH:3]/[CH:4]=[CH:5]/[CH2:6]/[CH:7]=[CH:8]\[CH2:9][CH2:10][CH2:11][CH2:12][CH2:13][CH2:14][CH2:15][CH2:16][CH2:17][C:18]1[CH:19]=[C:20]([OH:25])[CH:21]=[CH:22][C:23]=1[OH:24].OC1[C+](O)C=CC=CC=1. (2) Given the product [Cl:1][C:2]([Cl:18])=[CH:3][CH2:4][O:5][C:6]1[CH:15]=[C:14]([Cl:16])[C:9]([O:10][CH2:11][CH2:12][N:24]=[N+:25]=[N-:26])=[C:8]([Cl:17])[CH:7]=1, predict the reactants needed to synthesize it. The reactants are: [Cl:1][C:2]([Cl:18])=[CH:3][CH2:4][O:5][C:6]1[CH:15]=[C:14]([Cl:16])[C:9]([O:10][CH2:11][CH2:12]O)=[C:8]([Cl:17])[CH:7]=1.CS(Cl)(=O)=O.[N-:24]=[N+:25]=[N-:26].[Na+]. (3) Given the product [O:61]=[C:51]1[N:50]([CH:47]2[CH2:48][CH2:49][N:44]([C:42]([O:41][C@H:9]([CH2:8][C:5]3[CH:4]=[CH:3][C:2]([OH:1])=[CH:7][CH:6]=3)[C:10](=[O:11])[N:12]3[CH2:17][CH2:16][CH:15]([N:18]4[CH2:19][CH2:20][NH:21][CH2:22][CH2:23]4)[CH2:14][CH2:13]3)=[O:43])[CH2:45][CH2:46]2)[CH2:56][CH2:55][C:54]2[CH:57]=[CH:58][CH:59]=[CH:60][C:53]=2[NH:52]1, predict the reactants needed to synthesize it. The reactants are: [OH:1][C:2]1[CH:7]=[CH:6][C:5]([CH2:8][C@@H:9]([O:41][C:42]([N:44]2[CH2:49][CH2:48][CH:47]([N:50]3[CH2:56][CH2:55][C:54]4[CH:57]=[CH:58][CH:59]=[CH:60][C:53]=4[NH:52][C:51]3=[O:61])[CH2:46][CH2:45]2)=[O:43])[C:10]([N:12]2[CH2:17][CH2:16][CH:15]([N:18]3[CH2:23][CH2:22][N:21](C(OCC4C5C=CC=CC=5C5C4=CC=CC=5)=O)[CH2:20][CH2:19]3)[CH2:14][CH2:13]2)=[O:11])=[CH:4][CH:3]=1. (4) Given the product [CH3:20][O:21][C:22]([C:23]1[CH:24]=[C:25]([OH:27])[C:34]2[C:29](=[C:30]([O:36][CH3:37])[CH:31]=[C:32]([CH3:35])[CH:33]=2)[N:28]=1)=[O:38], predict the reactants needed to synthesize it. The reactants are: BrC1C=CC(NC(=CC([O-])=O)C(OC)=O)=C(OC)C=1.[CH3:20][O:21][C:22](=[O:38])[C:23]([NH:28][C:29]1[CH:34]=[CH:33][C:32]([CH3:35])=[CH:31][C:30]=1[O:36][CH3:37])=[CH:24][C:25]([O-:27])=O. (5) Given the product [Cl:1][C:2]1[CH:3]=[C:4]([C:5](=[O:6])[C:12]#[N:13])[CH:8]=[CH:9][CH:10]=1, predict the reactants needed to synthesize it. The reactants are: [Cl:1][C:2]1[CH:3]=[C:4]([CH:8]=[CH:9][CH:10]=1)[C:5](Cl)=[O:6].[Cu][C:12]#[N:13].C(#N)C. (6) The reactants are: [N:1]1[C:5]2[CH:6]=[CH:7][N:8]=[CH:9][C:4]=2[NH:3][CH:2]=1.C(=O)([O-])[O-].[K+].[K+].Br[CH2:17][CH2:18][CH2:19][CH2:20][CH2:21][B:22]([OH:24])[OH:23]. Given the product [N:1]1([CH2:17][CH2:18][CH2:19][CH2:20][CH2:21][B:22]([OH:24])[OH:23])[C:5]2[CH:6]=[CH:7][N:8]=[CH:9][C:4]=2[N:3]=[CH:2]1, predict the reactants needed to synthesize it.